This data is from Reaction yield outcomes from USPTO patents with 853,638 reactions. The task is: Predict the reaction yield, written as a fraction of the theoretical maximum amount of product (1.0 means a 100% yield; for example, 0.34 means a 34% yield). (1) The reactants are [OH:1][CH2:2][CH2:3][C@H:4]([O:9][CH3:10])[C:5]([O:7][CH3:8])=[O:6].O[N:12]1[C:20](=[O:21])[C:19]2[C:14](=[CH:15][CH:16]=[CH:17][CH:18]=2)[C:13]1=[O:22].C1(P(C2C=CC=CC=2)C2C=CC=CC=2)C=CC=CC=1.CC(OC(/N=N/C(OC(C)C)=O)=O)C.N#N. The catalyst is O. The product is [O:22]=[C:13]1[C:14]2[C:19](=[CH:18][CH:17]=[CH:16][CH:15]=2)[C:20](=[O:21])[N:12]1[O:1][CH2:2][CH2:3][C@H:4]([O:9][CH3:10])[C:5]([O:7][CH3:8])=[O:6]. The yield is 0.420. (2) The reactants are [CH3:1][C:2]1([CH3:22])[CH2:7][NH:6][CH:5]([CH2:8][C:9]([NH:11][C:12]2[CH:17]=[CH:16][C:15]([CH:18]([CH3:20])[CH3:19])=[CH:14][CH:13]=2)=[O:10])[C:4](=[O:21])[O:3]1.C(O[C:26]1(O[Si](C)(C)C)[CH2:28][CH2:27]1)C.C([BH3-])#N.[Na+].C(O)(=O)C. The catalyst is O1CCCC1.C(OCC)(=O)C. The product is [CH:26]1([N:6]2[CH2:7][C:2]([CH3:1])([CH3:22])[O:3][C:4](=[O:21])[CH:5]2[CH2:8][C:9]([NH:11][C:12]2[CH:17]=[CH:16][C:15]([CH:18]([CH3:19])[CH3:20])=[CH:14][CH:13]=2)=[O:10])[CH2:28][CH2:27]1. The yield is 0.520. (3) The reactants are [CH2:1]([C:5]1[N:10]=[C:9]([CH3:11])[N:8]([CH2:12][CH:13]([CH:15]2[CH2:20][CH2:19][CH2:18][CH2:17][CH2:16]2)[OH:14])[C:7](=[O:21])[C:6]=1[CH2:22][C:23]1[CH:28]=[CH:27][C:26]([C:29]2[CH:34]=[CH:33][CH:32]=[CH:31][C:30]=2[C:35]2[NH:39][C:38](=[O:40])[O:37][N:36]=2)=[CH:25][CH:24]=1)[CH2:2][CH2:3][CH3:4].CC(OI1(OC(C)=O)(OC(C)=O)OC(=O)C2C1=CC=CC=2)=O.C(=O)([O-])O.[Na+].S([O-])([O-])(=O)=S.[Na+].[Na+]. The catalyst is C(Cl)Cl. The product is [CH2:1]([C:5]1[N:10]=[C:9]([CH3:11])[N:8]([CH2:12][C:13]([CH:15]2[CH2:16][CH2:17][CH2:18][CH2:19][CH2:20]2)=[O:14])[C:7](=[O:21])[C:6]=1[CH2:22][C:23]1[CH:24]=[CH:25][C:26]([C:29]2[CH:34]=[CH:33][CH:32]=[CH:31][C:30]=2[C:35]2[NH:39][C:38](=[O:40])[O:37][N:36]=2)=[CH:27][CH:28]=1)[CH2:2][CH2:3][CH3:4]. The yield is 0.740.